From a dataset of Forward reaction prediction with 1.9M reactions from USPTO patents (1976-2016). Predict the product of the given reaction. (1) Given the reactants [F:1][C:2]([F:27])([F:26])S(OC1C=C2C([CH:11]([C:18]3[CH:23]=[CH:22][C:21]([Cl:24])=[C:20]([Cl:25])[CH:19]=3)[CH2:12]N(C)C2)=CC=1)(=O)=O.[C:28]([C:30]1[CH:31]=[C:32](B(O)O)[CH:33]=[CH:34][CH:35]=1)#[N:29].[C:39](=O)([O-:41])[O-:40].[Cs+].[Cs+].C[N:46](C)[C:47]1[C:56]2[C:51](=[CH:52][CH:53]=[CH:54][C:55]=2N(C)C)C=CC=1, predict the reaction product. The product is: [F:27][C:2]([F:1])([F:26])[C:39]([OH:41])=[O:40].[Cl:25][C:20]1[CH:19]=[C:18]([CH:11]2[C:35]3[C:30](=[CH:31][C:32]([C:54]4[CH:55]=[C:56]([CH:51]=[CH:52][CH:53]=4)[C:47]#[N:46])=[CH:33][CH:34]=3)[CH2:28][NH:29][CH2:12]2)[CH:23]=[CH:22][C:21]=1[Cl:24]. (2) Given the reactants [Br:1][C:2]1[CH:10]=[C:9]2[C:5]([C:6]([CH3:11])=[CH:7][NH:8]2)=[CH:4][CH:3]=1.[H-].[Na+].[CH3:14][O:15][C:16]1[CH:21]=[CH:20][C:19]([S:22](Cl)(=[O:24])=[O:23])=[CH:18][C:17]=1[N:26]1[CH2:31][CH2:30][N:29]([C:32](=[O:37])[C:33]([Cl:36])([Cl:35])[Cl:34])[CH2:28][CH2:27]1, predict the reaction product. The product is: [Br:1][C:2]1[CH:10]=[C:9]2[C:5]([C:6]([CH3:11])=[CH:7][N:8]2[S:22]([C:19]2[CH:20]=[CH:21][C:16]([O:15][CH3:14])=[C:17]([N:26]3[CH2:27][CH2:28][N:29]([C:32](=[O:37])[C:33]([Cl:36])([Cl:34])[Cl:35])[CH2:30][CH2:31]3)[CH:18]=2)(=[O:23])=[O:24])=[CH:4][CH:3]=1.